Task: Predict the reactants needed to synthesize the given product.. Dataset: Full USPTO retrosynthesis dataset with 1.9M reactions from patents (1976-2016) (1) Given the product [CH3:11][N:8]1[CH2:9][CH2:10][N:5]([CH2:4][C:3]([N:2]([CH3:1])[C:13]2[CH:18]=[CH:17][C:16]([NH2:19])=[CH:15][CH:14]=2)=[O:12])[CH2:6][CH2:7]1, predict the reactants needed to synthesize it. The reactants are: [CH3:1][N:2]([C:13]1[CH:18]=[CH:17][C:16]([N+:19]([O-])=O)=[CH:15][CH:14]=1)[C:3](=[O:12])[CH2:4][N:5]1[CH2:10][CH2:9][N:8]([CH3:11])[CH2:7][CH2:6]1. (2) Given the product [N:21]1([CH:17]2[CH2:18][CH2:19][N:14]([C:11]3[CH:12]=[CH:13][C:8]([CH2:7][N:1]4[CH2:6][CH2:5][O:4][CH2:3][CH2:2]4)=[CH:9][CH:10]=3)[CH2:15][CH2:16]2)[CH2:25][CH2:24][CH2:23][CH2:22]1, predict the reactants needed to synthesize it. The reactants are: [N:1]1([CH2:7][C:8]2[CH:13]=[CH:12][C:11]([N:14]3[CH2:19][CH2:18][C:17](=O)[CH2:16][CH2:15]3)=[CH:10][CH:9]=2)[CH2:6][CH2:5][O:4][CH2:3][CH2:2]1.[NH:21]1[CH2:25][CH2:24][CH2:23][CH2:22]1. (3) Given the product [OH:39][C:37]([CH3:40])([CH3:38])[CH2:36][O:35][CH:32]1[CH2:31][CH2:30][CH:29]([N:3]2[C:2](=[O:1])[C:7]([CH2:8][C:9]3[CH:14]=[CH:13][C:12]([C:15]4[C:16]([C:21]#[N:22])=[CH:17][CH:18]=[CH:19][CH:20]=4)=[CH:11][CH:10]=3)=[C:6]([CH2:23][CH2:24][CH3:25])[N:5]3[N:26]=[CH:27][N:28]=[C:4]23)[CH2:34][CH2:33]1, predict the reactants needed to synthesize it. The reactants are: [O:1]=[C:2]1[C:7]([CH2:8][C:9]2[CH:14]=[CH:13][C:12]([C:15]3[C:16]([C:21]#[N:22])=[CH:17][CH:18]=[CH:19][CH:20]=3)=[CH:11][CH:10]=2)=[C:6]([CH2:23][CH2:24][CH3:25])[N:5]2[N:26]=[CH:27][N:28]=[C:4]2[N:3]1[CH:29]1[CH2:34][CH2:33][CH:32]([O:35][CH2:36][C:37](=[O:39])[CH3:38])[CH2:31][CH2:30]1.[CH3:40][Mg]Br.[Cl-].[NH4+]. (4) Given the product [OH:8][N:9]1[C:15](=[O:16])[N:14]2[CH2:17][C@H:10]1[CH2:11][CH2:12][C@H:13]2[C:18]([NH:20][C@H:21]1[CH2:25][CH2:24][N:23]([C:26]([O:28][C:29]([CH3:32])([CH3:31])[CH3:30])=[O:27])[CH2:22]1)=[O:19], predict the reactants needed to synthesize it. The reactants are: C([O:8][N:9]1[C:15](=[O:16])[N:14]2[CH2:17][C@H:10]1[CH2:11][CH2:12][C@H:13]2[C:18]([NH:20][C@H:21]1[CH2:25][CH2:24][N:23]([C:26]([O:28][C:29]([CH3:32])([CH3:31])[CH3:30])=[O:27])[CH2:22]1)=[O:19])C1C=CC=CC=1. (5) Given the product [ClH:17].[ClH:17].[NH2:14][C:2]([CH3:13])([CH3:1])[CH2:3][N:4]1[CH2:9][CH2:8][N:7]([C:10](=[O:12])[CH3:11])[CH2:6][CH2:5]1, predict the reactants needed to synthesize it. The reactants are: [CH3:1][C:2]([N+:14]([O-])=O)([CH3:13])[CH2:3][N:4]1[CH2:9][CH2:8][N:7]([C:10](=[O:12])[CH3:11])[CH2:6][CH2:5]1.[ClH:17]. (6) Given the product [C:7]([O:11][C:12]([N:14]1[CH2:18][CH2:17][C@H:16]([C@@H:19]([OH:20])[CH2:21][S:4][CH:2]([CH3:3])[CH3:1])[CH2:15]1)=[O:13])([CH3:10])([CH3:9])[CH3:8], predict the reactants needed to synthesize it. The reactants are: [CH3:1][CH:2]([SH:4])[CH3:3].[H-].[Na+].[C:7]([O:11][C:12]([N:14]1[CH2:18][CH2:17][C@H:16]([C@@H:19]2[CH2:21][O:20]2)[CH2:15]1)=[O:13])([CH3:10])([CH3:9])[CH3:8].O. (7) The reactants are: [NH2:1][CH2:2][C@H:3]1[CH2:8][CH2:7][C@H:6]([C:9]([OH:11])=[O:10])[CH2:5][CH2:4]1.Cl[C:13]([O:15][CH2:16][C:17]1[CH:22]=[CH:21][CH:20]=[CH:19][CH:18]=1)=[O:14].C(=O)([O-])[O-].[Na+].[Na+]. Given the product [CH2:16]([O:15][C:13]([NH:1][CH2:2][C@H:3]1[CH2:4][CH2:5][C@H:6]([C:9]([OH:11])=[O:10])[CH2:7][CH2:8]1)=[O:14])[C:17]1[CH:22]=[CH:21][CH:20]=[CH:19][CH:18]=1, predict the reactants needed to synthesize it. (8) Given the product [CH3:28][O:11][C:10](=[O:12])[C@H:9]([NH:8][C:6]([O:5][C:1]([CH3:4])([CH3:3])[CH3:2])=[O:7])[C:13]1[CH:18]=[CH:17][C:16]([O:19][CH2:20][CH2:21][OH:22])=[CH:15][CH:14]=1, predict the reactants needed to synthesize it. The reactants are: [C:1]([O:5][C:6]([NH:8][C@H:9]([C:13]1[CH:18]=[CH:17][C:16]([O:19][CH2:20][CH2:21][OH:22])=[CH:15][CH:14]=1)[C:10]([OH:12])=[O:11])=[O:7])([CH3:4])([CH3:3])[CH3:2].S(=O)(=O)(O)O.[CH3:28]O.